Task: Predict the reactants needed to synthesize the given product.. Dataset: Retrosynthesis with 50K atom-mapped reactions and 10 reaction types from USPTO (1) Given the product Cc1ccc(S(=O)(=O)OC2CCC3(CC2)OCCO3)cc1, predict the reactants needed to synthesize it. The reactants are: Cc1ccc(S(=O)(=O)Cl)cc1.OC1CCC2(CC1)OCCO2. (2) Given the product NCc1ccc(C(F)(F)F)nc1OC1CCOCC1, predict the reactants needed to synthesize it. The reactants are: CC(C)(C)OC(=O)NCc1ccc(C(F)(F)F)nc1OC1CCOCC1.